From a dataset of Catalyst prediction with 721,799 reactions and 888 catalyst types from USPTO. Predict which catalyst facilitates the given reaction. (1) Reactant: [CH3:1][C:2]1[N:6]([CH2:7][C:8]2[CH:13]=[CH:12][CH:11]=[CH:10][CH:9]=2)[CH:5]=[N+:4]([CH2:14][C:15]2[CH:20]=[CH:19][CH:18]=[CH:17][CH:16]=2)[C:3]=1[CH3:21].[Cl-:22].[Br-].F[C:25]1C=CC(C[N+]2C(C)=C(C)N(CC3C=CC(F)=CC=3)C=2)=CC=1. Product: [CH3:21][C:3]1[N:4]([CH2:14][C:15]2[CH:20]=[CH:19][CH:18]=[CH:17][CH:16]=2)[C:5]([CH3:25])=[N+:6]([CH2:7][C:8]2[CH:13]=[CH:12][CH:11]=[CH:10][CH:9]=2)[C:2]=1[CH3:1].[Cl-:22]. The catalyst class is: 21. (2) Reactant: Cl[O-].[Na+].[OH:4][C:5]1[CH:6]=[C:7]([CH:11]=[CH:12][CH:13]=1)[C:8]([OH:10])=[O:9].[OH-].[Na+].[I-:16].[Na+]. Product: [OH:4][C:5]1[CH:6]=[C:7]([CH:11]=[CH:12][C:13]=1[I:16])[C:8]([OH:10])=[O:9]. The catalyst class is: 5. (3) Reactant: [CH3:1][S:2]([C:5]1[CH:10]=[CH:9][C:8]([CH:11]([CH2:16][CH:17]2[CH2:22][CH2:21][O:20][CH2:19][CH2:18]2)[C:12](=[O:15])[CH:13]=[CH2:14])=[CH:7][CH:6]=1)(=[O:4])=[O:3].[OH:23][CH:24]([C:26]1[S:30][C:29]([CH:31]=[O:32])=[N:28][CH:27]=1)[CH3:25].C(N(CC)CC)C.O1CCCC1. Product: [OH:23][CH:24]([C:26]1[S:30][C:29]([C:31](=[O:32])[CH2:14][CH2:13][C:12](=[O:15])[CH:11]([C:8]2[CH:7]=[CH:6][C:5]([S:2]([CH3:1])(=[O:4])=[O:3])=[CH:10][CH:9]=2)[CH2:16][CH:17]2[CH2:22][CH2:21][O:20][CH2:19][CH2:18]2)=[N:28][CH:27]=1)[CH3:25]. The catalyst class is: 433. (4) Reactant: [C:1](N1C=CN=C1)(N1C=CN=C1)=[O:2].[CH2:13]([O:20][NH:21][CH2:22][CH2:23][CH2:24][CH2:25][CH2:26][CH2:27][N:28]1[C:34](=[O:35])[C:33]2[CH:36]=[CH:37][CH:38]=[CH:39][C:32]=2[O:31][C:30]2[CH:40]=[CH:41][CH:42]=[CH:43][C:29]1=2)[C:14]1[CH:19]=[CH:18][CH:17]=[CH:16][CH:15]=1.C(O)=O. Product: [CH2:13]([O:20][N:21]([CH2:22][CH2:23][CH2:24][CH2:25][CH2:26][CH2:27][N:28]1[C:34](=[O:35])[C:33]2[CH2:36][CH2:37][CH:38]=[CH:39][C:32]=2[O:31][C:30]2[CH:40]=[CH:41][CH:42]=[CH:43][C:29]1=2)[CH:1]=[O:2])[C:14]1[CH:19]=[CH:18][CH:17]=[CH:16][CH:15]=1. The catalyst class is: 56. (5) Reactant: [O:1]1[C:5]2[CH:6]=[CH:7][C:8]([CH:10]=[CH:11][C:12]([OH:14])=O)=[CH:9][C:4]=2[O:3][CH2:2]1.[Cl:15]CCl. Product: [O:1]1[C:5]2[CH:6]=[CH:7][C:8]([CH:10]=[CH:11][C:12]([Cl:15])=[O:14])=[CH:9][C:4]=2[O:3][CH2:2]1. The catalyst class is: 9.